This data is from CYP2C9 inhibition data for predicting drug metabolism from PubChem BioAssay. The task is: Regression/Classification. Given a drug SMILES string, predict its absorption, distribution, metabolism, or excretion properties. Task type varies by dataset: regression for continuous measurements (e.g., permeability, clearance, half-life) or binary classification for categorical outcomes (e.g., BBB penetration, CYP inhibition). Dataset: cyp2c9_veith. (1) The compound is CC[C@@H]1OC(=O)[C@H](C)[C@H](O[C@@H]2C[C@](C)(OC)[C@H](O)[C@H](C)O2)[C@H](C)[C@H](O[C@@H]2O[C@@H](C)C[C@@H](N(C)C)[C@@H]2O)[C@](C)(O)C[C@H](C)[C@@H]2N[C@H](COCCOC)O[C@H]([C@@H]2C)[C@]1(C)O. The result is 0 (non-inhibitor). (2) The compound is CCCCc1ccc(NC(=S)NCc2cccs2)cc1. The result is 1 (inhibitor). (3) The drug is C[C@H]1COC(=O)[C@H](C)NC(=O)[C@@H](C)COC(=O)[C@H](C)NC1=O. The result is 0 (non-inhibitor). (4) The result is 0 (non-inhibitor). The drug is Cc1cnc(CNc2ncncc2-c2cccnc2)cn1. (5) The drug is CN(C)c1ccc(-c2ccc3ncnc(-n4ccnc4)c3c2)cc1. The result is 0 (non-inhibitor). (6) The drug is CC(=O)Nc1ccc([N+](=O)[O-])cn1. The result is 0 (non-inhibitor).